Dataset: Drug-target binding data from BindingDB using Ki measurements. Task: Regression. Given a target protein amino acid sequence and a drug SMILES string, predict the binding affinity score between them. We predict pKi (pKi = -log10(Ki in M); higher means stronger inhibition). Dataset: bindingdb_ki. (1) The compound is NS(=O)(=O)c1ccc(NC(=O)C(F)(F)C(F)(F)C(F)(F)C(F)(F)C(F)(F)C(F)(F)C(F)(F)C(F)(F)F)c(F)c1. The target protein (P00915) has sequence MASPDWGYDDKNGPEQWSKLYPIANGNNQSPVDIKTSETKHDTSLKPISVSYNPATAKEIINVGHSFHVNFEDNDNRSVLKGGPFSDSYRLFQFHFHWGSTNEHGSEHTVDGVKYSAELHVAHWNSAKYSSLAEAASKADGLAVIGVLMKVGEANPKLQKVLDALQAIKTKGKRAPFTNFDPSTLLPSSLDFWTYPGSLTHPPLYESVTWIICKESISVSSEQLAQFRSLLSNVEGDNAVPMQHNNRPTQPLKGRTVRASF. The pKi is 5.8. (2) The small molecule is CC(C)C[C@H](NC(=O)[C@H](CO)NC(=O)[C@H](C)NC(=O)[C@H](Cc1ccc(O)cc1)NC(=O)[C@H](Cc1ccc(O)cc1)NC(=O)[C@H](CCCN=C(N)N)NC(=O)[C@H](CO)NC(=O)[C@H](CC(C)C)NC(=O)[C@H](CCC(=O)O)NC(=O)[C@H](CCC(=O)O)NC(=O)[C@@H]1CCCN1C(=O)[C@H](CO)NC(=O)[C@H](C)NC(=O)[C@H](CC(=O)O)NC(=O)[C@H](CCC(=O)O)NC(=O)CNC(=O)[C@@H]1CCCN1C(=O)[C@H](C)NC(=O)[C@H](CCC(=O)O)NC(=O)[C@@H]1CCCN1C(=O)[C@H](CCCCN)NC(=O)[C@H](C)NC(=O)[C@@H]1CCCN1C(=O)[C@@H](N)Cc1ccc(O)cc1)C(=O)N[C@@H](CCCN=C(N)N)C(=O)N[C@@H](Cc1c[nH]cn1)C(=O)N[C@@H](Cc1ccc(O)cc1)C(=O)N[C@@H](CC(C)C)C(=O)N[C@@H](CC(N)=O)C(=O)N[C@@H](CC(C)C)C(=O)N[C@H](C(=O)N[C@H](C(=O)N[C@@H](CCCN=C(N)N)C(=O)N[C@@H](CCC(N)=O)C(=O)N[C@@H](CCCN=C(N)N)C(=O)N[C@@H](Cc1ccc(O)cc1)C(=O)O)[C@@H](C)O)C(C)C. The target protein (Q63447) has sequence MNTSHLMASLSPAFLQGKNGTNPLDSLYNLSDGCQDSADLLAFIITTYSVETVLGVLGNLCLIFVTTRQKEKSNVTNLLIANLAFSDFLMCLICQPLTVTYTIMDYWIFGEVLCKMLTFIQCMSVTVSILSLVLVALERHQLIINPTGWKPSISQAYLGIVVIWFISCFLSLPFLANSILNDLFHYNHSKVVEFLEDKVVCFVSWSSDHHRLIYTTFLLLFQYCVPLAFILVCYMRIYQRLQRQRRAFHTHTCSSRVGQMKRINGMLMAMVTAFAVLWLPLHVFNTLEDWYQEAIPACHGNLIFLMCHLFAMASTCVNPFIYGFLNINFKKDIKALVLTCRCRPPQGEPEPLPLSTVHTDLSKGSMRMGSKSNVM. The pKi is 8.0. (3) The small molecule is COc1ccc2c(Oc3ccc([C@H](NC(=O)[C@@H](NC(=O)OC(C)(C)C)C(C)(C)C)C(=O)Nc4ccccc4C(=O)NS(=O)(=O)c4ccccc4)cc3)cc(-c3ccccc3)nc2c1. The target protein sequence is SPITAYSQQTRGLLGCIITSLTGRDKNQVEGEVQVVSTATQSFLATCVNGVCWTVFHGAGSKTLAGPKGPITQMYTNVDQDLVGWMAPPGARSMTPCTCGSSDLYLVTRHADVIPVRRRGDGRGSLLSPRPVSYLKGSSGGPLLCPSGHVVGIFRAAVCTRGVAKAVDFVPVESMETTMRSPVFTDNSSPPAVPQTFQVAHLHAPTGSGKSTKVPAAYAAQGYKVLVLNPSVAATLGFGAYMSKAGTDPNIRTGVRTITTGAPITYSTYGKFLADGGCSGGAYDIICDECHSTDSTTLGIGTVLDQAETAGARLVVLATATPPGSTVPHPNIEEVALSTTGEIPFYGKAIPIETIKGGRHLIFCHSKKKCDELAGKLSALGLNAVAYYRGLDVSVIPTSGDVVVVATDALMTGYTGDFDSVIDCNTCVTQTVDFSLDPTFTIETTTVPQDAVSRSQRRGRTGRGRGIYRFVTPGERPSGMFDSSVLCECYDAGCAWYELT.... The pKi is 6.5. (4) The compound is Nc1ccc(S(N)(=O)=O)cc1Cl. The target protein (O24855) has sequence MKAFLGALEFQENEYEELKELYESLKTKQKPHTLFISCVDSRVVPNLITGTKPGELYVICNMGNVNPPKTSYKESLSTIASIEYAIAHVGVQNLIICGHSDCGACGSVHLIHDETTKAKTPYIANWIQFLEPVKEELKNHPQFSNHFAKRSWLTERLNARLQLNNLLSYDFIQEKASKNELKIFGWHYIIETGRIYNYNFESHFFEPIGETIKQRKSHENF. The pKi is 6.4. (5) The small molecule is COc1cc2c(cc1-c1c(C)noc1C)[nH]c1ccnc(-c3c(C4CC4)n[nH]c3C)c12. The target protein sequence is KHAAYAWPFYKPVDAEALELHDYHDIIKHPMDLSTVKRKMDGREYPDAQGFAADVRLMFSNCYKYNPPDHEVV. The pKi is 8.5.